From a dataset of Full USPTO retrosynthesis dataset with 1.9M reactions from patents (1976-2016). Predict the reactants needed to synthesize the given product. (1) Given the product [CH2:14]([CH:10]1[CH2:9][NH:8][C:6](=[O:7])[CH2:21][N:39]([S:36]([C:33]2[CH:32]=[CH:31][C:30]([Cl:29])=[CH:35][CH:34]=2)(=[O:37])=[O:38])[C:11]1=[O:13])[C:15]1[CH:16]=[CH:17][CH:18]=[CH:19][CH:20]=1, predict the reactants needed to synthesize it. The reactants are: C(O[C:6]([NH:8][CH2:9][CH:10]([CH2:14][C:15]1[CH:20]=[CH:19][CH:18]=[CH:17][CH:16]=1)[C:11]([OH:13])=O)=[O:7])(C)(C)C.[CH:21](=O)C1C=CC=CC=1.[Cl:29][C:30]1[CH:35]=[CH:34][C:33]([S:36]([NH2:39])(=[O:38])=[O:37])=[CH:32][CH:31]=1. (2) Given the product [P:2]([O:6][CH2:7][C@@H:8]([OH:15])[C@@H:9]([OH:14])[C@@H:10]([OH:13])[CH2:11][OH:12])([OH:4])([OH:5])=[O:3], predict the reactants needed to synthesize it. The reactants are: [Na].[P:2]([O:6][CH2:7][C@@H:8]([OH:15])[C@@H:9]([OH:14])[C@@H:10]([OH:13])[CH:11]=[O:12])([OH:5])([OH:4])=[O:3].[BH4-].[Na+]. (3) Given the product [CH3:8][C:5]([O:4][CH2:1][CH:2]1[CH2:3][O:18]1)([CH3:9])[CH2:6][OH:7], predict the reactants needed to synthesize it. The reactants are: [CH2:1]([O:4][C:5]([CH3:9])([CH3:8])[CH2:6][OH:7])[CH:2]=[CH2:3].C1C=C(Cl)C=C(C(OO)=[O:18])C=1.C([O-])(O)=O.[Na+]. (4) Given the product [C:1]([CH:2]=[CH:3][C:4]([OH:6])=[O:5])(=[O:7])[C:13]1[CH:18]=[CH:17][CH:16]=[CH:15][CH:14]=1, predict the reactants needed to synthesize it. The reactants are: [C:1]1(=[O:7])[O:6][C:4](=[O:5])[CH:3]=[CH:2]1.[Cl-].[Al+3].[Cl-].[Cl-].Cl.[CH:13]1[CH:18]=[CH:17][CH:16]=[CH:15][CH:14]=1. (5) The reactants are: [Cl:1][C:2]1[CH:7]=[CH:6][CH:5]=[C:4]([CH3:8])[C:3]=1[C:9]1[NH:13][C:12](=[O:14])[N:11]([C:15]2[CH:24]=[CH:23][C:18]([C:19]([O:21]C)=O)=[C:17]([O:25][CH3:26])[CH:16]=2)[N:10]=1.[F:27][C:28]([F:37])([F:36])[C:29]1[CH:30]=[C:31]([CH:33]=[CH:34][CH:35]=1)[NH2:32].C[Al](C)C. Given the product [Cl:1][C:2]1[CH:7]=[CH:6][CH:5]=[C:4]([CH3:8])[C:3]=1[C:9]1[NH:13][C:12](=[O:14])[N:11]([C:15]2[CH:24]=[CH:23][C:18]([C:19]([NH:32][C:31]3[CH:33]=[CH:34][CH:35]=[C:29]([C:28]([F:27])([F:36])[F:37])[CH:30]=3)=[O:21])=[C:17]([O:25][CH3:26])[CH:16]=2)[N:10]=1, predict the reactants needed to synthesize it. (6) Given the product [Br:1][C:2]1[CH:3]=[CH:4][C:5]([Cl:21])=[C:6]([CH2:8][C:10]2[CH:15]=[CH:14][C:13]([O:16][CH2:17][CH3:18])=[C:12]([F:19])[C:11]=2[F:20])[CH:7]=1, predict the reactants needed to synthesize it. The reactants are: [Br:1][C:2]1[CH:3]=[CH:4][C:5]([Cl:21])=[C:6]([CH:8]([C:10]2[CH:15]=[CH:14][C:13]([O:16][CH2:17][CH3:18])=[C:12]([F:19])[C:11]=2[F:20])O)[CH:7]=1.C([SiH](CC)CC)C.B(F)(F)F.CCOCC.